Task: Predict which catalyst facilitates the given reaction.. Dataset: Catalyst prediction with 721,799 reactions and 888 catalyst types from USPTO Reactant: [NH2:1][C:2]1[CH:7]=[CH:6][CH:5]=[CH:4][CH:3]=1.C([Li])CCC.[CH3:13][C:14]1[N:15]=[C:16]([C:25]2[CH:30]=[CH:29][CH:28]=[CH:27][CH:26]=2)[N:17]2[C:22]=1[CH:21]=[N:20][C:19](SC)=[N:18]2.CC1N=C(C2C=CC=CC=2)N2C=1C=NC(S(C)(=O)=O)=N2. Product: [CH3:13][C:14]1[N:15]=[C:16]([C:25]2[CH:26]=[CH:27][CH:28]=[CH:29][CH:30]=2)[N:17]2[C:22]=1[CH:21]=[N:20][C:19]([NH:1][C:2]1[CH:7]=[CH:6][CH:5]=[CH:4][CH:3]=1)=[N:18]2. The catalyst class is: 7.